Dataset: Reaction yield outcomes from USPTO patents with 853,638 reactions. Task: Predict the reaction yield, written as a fraction of the theoretical maximum amount of product (1.0 means a 100% yield; for example, 0.34 means a 34% yield). (1) The reactants are [CH3:1][C:2]1([CH3:11])[CH2:10][CH2:9][C:8]2[NH:7][N:6]=[CH:5][C:4]=2[CH2:3]1.[I:12]I.[OH-].[K+]. The catalyst is CN(C=O)C. The product is [I:12][C:5]1[C:4]2[CH2:3][C:2]([CH3:11])([CH3:1])[CH2:10][CH2:9][C:8]=2[NH:7][N:6]=1. The yield is 0.700. (2) The reactants are C([N:4]1[CH2:9][CH:8]=[C:7]([C:10]2[CH:19]=[C:18]3[C:13]([C:14](=[O:27])[C:15]4[C:25](=[O:26])[NH:24][S:23][C:16]=4[N:17]3[CH:20]3[CH2:22][CH2:21]3)=[CH:12][C:11]=2[F:28])[CH2:6][CH2:5]1)(=O)C. The catalyst is Cl. The product is [NH:4]1[CH2:5][CH:6]=[C:7]([C:10]2[CH:19]=[C:18]3[C:13]([C:14](=[O:27])[C:15]4[C:25](=[O:26])[NH:24][S:23][C:16]=4[N:17]3[CH:20]3[CH2:22][CH2:21]3)=[CH:12][C:11]=2[F:28])[CH2:8][CH2:9]1. The yield is 0.980. (3) The reactants are Br[C:2]1[CH:3]=[C:4]([C:7]([NH2:9])=[O:8])[O:5][CH:6]=1.[B:10]1([B:10]2[O:14][C:13]([CH3:16])([CH3:15])[C:12]([CH3:18])([CH3:17])[O:11]2)[O:14][C:13]([CH3:16])([CH3:15])[C:12]([CH3:18])([CH3:17])[O:11]1.CC([O-])=O.[K+]. The catalyst is O1CCOCC1. The product is [CH3:17][C:12]1([CH3:18])[C:13]([CH3:16])([CH3:15])[O:14][B:10]([C:2]2[CH:3]=[C:4]([C:7]([NH2:9])=[O:8])[O:5][CH:6]=2)[O:11]1. The yield is 0.660.